From a dataset of Cav3 T-type calcium channel HTS with 100,875 compounds. Binary Classification. Given a drug SMILES string, predict its activity (active/inactive) in a high-throughput screening assay against a specified biological target. (1) The compound is Clc1ccc(c2[nH]c(nc2SCC(=O)Nc2sccn2)c2ccc(OC)cc2)cc1. The result is 0 (inactive). (2) The compound is O(c1c(c2onc(n2)c2ccncc2)cccc1)CC. The result is 0 (inactive).